This data is from Forward reaction prediction with 1.9M reactions from USPTO patents (1976-2016). The task is: Predict the product of the given reaction. (1) Given the reactants [Cl:1][CH2:2][CH2:3][C:4]1[C:8]2[CH:9]=[CH:10][CH:11]=[CH:12][C:7]=2[O:6][N:5]=1.[CH2:13]([N:20]1[CH2:25][CH2:24][NH:23][CH2:22][CH2:21]1)[C:14]1[CH:19]=[CH:18][CH:17]=[CH:16][CH:15]=1, predict the reaction product. The product is: [ClH:1].[ClH:1].[C:14]1([CH2:13][N:20]2[CH2:21][CH2:22][N:23]([CH2:2][CH2:3][C:4]3[C:8]4[CH:9]=[CH:10][CH:11]=[CH:12][C:7]=4[O:6][N:5]=3)[CH2:24][CH2:25]2)[CH:15]=[CH:16][CH:17]=[CH:18][CH:19]=1. (2) Given the reactants [CH2:1]([O:8][C:9]1[C:18]2[C:13](=[CH:14][CH:15]=[C:16](Br)[CH:17]=2)[N:12]=[C:11]([N:20]2[CH2:26][C:25]3[CH:27]=[CH:28][CH:29]=[CH:30][C:24]=3[S:23][CH2:22][CH2:21]2)[N:10]=1)[C:2]1[CH:7]=[CH:6][CH:5]=[CH:4][CH:3]=1.CN(C)[CH:33]=[O:34], predict the reaction product. The product is: [CH2:1]([O:8][C:9]1[C:18]2[C:13](=[CH:14][CH:15]=[C:16]([CH:33]=[O:34])[CH:17]=2)[N:12]=[C:11]([N:20]2[CH2:26][C:25]3[CH:27]=[CH:28][CH:29]=[CH:30][C:24]=3[S:23][CH2:22][CH2:21]2)[N:10]=1)[C:2]1[CH:7]=[CH:6][CH:5]=[CH:4][CH:3]=1. (3) Given the reactants [NH2:1][C:2]1[CH:9]=[CH:8][C:7]([O:10][C:11]([F:14])([F:13])[F:12])=[CH:6][C:3]=1[CH:4]=O.C(=O)([O-])[O-].[K+].[K+].[F:21][C:22]([F:31])([F:30])/[CH:23]=[CH:24]/[C:25]([O:27][CH2:28][CH3:29])=[O:26], predict the reaction product. The product is: [F:12][C:11]([F:14])([F:13])[O:10][C:7]1[CH:6]=[C:3]2[C:2](=[CH:9][CH:8]=1)[NH:1][CH:23]([C:22]([F:21])([F:31])[F:30])[C:24]([C:25]([O:27][CH2:28][CH3:29])=[O:26])=[CH:4]2. (4) Given the reactants [CH2:1]([OH:23])[C@H:2]1[O:7][C@H:6]([O:8][C@H:9]2[O:14][C@H:13]([CH2:15][OH:16])[C@@H:12]([OH:17])[C@H:11]([OH:18])[C@H:10]2[OH:19])[C@H:5]([OH:20])[C@@H:4]([OH:21])[C@@H:3]1[OH:22], predict the reaction product. The product is: [CH2:15]([OH:16])[C@H:13]1[O:14][C@H:9]([O:8][C@H:6]2[O:7][C@H:2]([CH2:1][OH:23])[C@@H:3]([OH:22])[C@H:4]([OH:21])[C@H:5]2[OH:20])[C@H:10]([OH:19])[C@@H:11]([OH:18])[C@@H:12]1[OH:17].[OH2:7].[OH2:7].